Dataset: Forward reaction prediction with 1.9M reactions from USPTO patents (1976-2016). Task: Predict the product of the given reaction. (1) Given the reactants C(OP([CH2:9][C:10]1[CH:15]=[CH:14][C:13]([N+:16]([O-:18])=[O:17])=[CH:12][CH:11]=1)(=O)OCC)C.[N+:19]([C:22]1[CH:29]=[CH:28][C:25]([CH:26]=O)=[CH:24][CH:23]=1)([O-:21])=[O:20].O(C)[Na], predict the reaction product. The product is: [N+:19]([C:22]1[CH:29]=[CH:28][C:25](/[CH:26]=[CH:9]/[C:10]2[CH:11]=[CH:12][C:13]([N+:16]([O-:18])=[O:17])=[CH:14][CH:15]=2)=[CH:24][CH:23]=1)([O-:21])=[O:20]. (2) The product is: [CH2:1]([S:3]([CH2:6][CH2:7][N:8]([C@@H:23]([C:25]1[N:26]([C:36]2[CH:37]=[CH:38][C:39]([O:42][CH2:43][C:44]([F:47])([F:45])[F:46])=[CH:40][CH:41]=2)[C:27](=[O:35])[C:28]2[CH2:34][CH2:33][CH2:32][NH:31][C:29]=2[N:30]=1)[CH3:24])[C:9](=[O:22])[CH2:10][C:11]1[CH:16]=[CH:15][C:14]([F:17])=[C:13]([C:18]([F:19])([F:21])[F:20])[CH:12]=1)(=[O:5])=[O:4])[CH3:2]. Given the reactants [CH2:1]([S:3]([CH2:6][CH2:7][N:8]([C@@H:23]([C:25]1[N:26]([C:36]2[CH:41]=[CH:40][C:39]([O:42][CH2:43][C:44]([F:47])([F:46])[F:45])=[CH:38][CH:37]=2)[C:27](=[O:35])[C:28]2[CH:34]=[CH:33][CH:32]=[N:31][C:29]=2[N:30]=1)[CH3:24])[C:9](=[O:22])[CH2:10][C:11]1[CH:16]=[CH:15][C:14]([F:17])=[C:13]([C:18]([F:21])([F:20])[F:19])[CH:12]=1)(=[O:5])=[O:4])[CH3:2], predict the reaction product. (3) Given the reactants [C:1]([O:5][C:6]([N:8]1[CH2:13][CH2:12][CH:11]([O:14][C:15]2[CH:20]=[CH:19][C:18]([OH:21])=[CH:17][CH:16]=2)[CH2:10][CH2:9]1)=[O:7])([CH3:4])([CH3:3])[CH3:2].Cl[CH2:23][CH2:24][CH2:25][N:26]1[CH2:30][CH2:29][CH2:28][C@H:27]1[CH3:31].C([O-])([O-])=O.[K+].[K+], predict the reaction product. The product is: [C:1]([O:5][C:6]([N:8]1[CH2:13][CH2:12][CH:11]([O:14][C:15]2[CH:20]=[CH:19][C:18]([O:21][CH2:23][CH2:24][CH2:25][N:26]3[CH2:30][CH2:29][CH2:28][C@H:27]3[CH3:31])=[CH:17][CH:16]=2)[CH2:10][CH2:9]1)=[O:7])([CH3:4])([CH3:2])[CH3:3]. (4) Given the reactants [CH2:1]([C:8]1[N:12]=[C:11]([NH2:13])[NH:10][N:9]=1)[C:2]1[CH:7]=[CH:6][CH:5]=[CH:4][CH:3]=1.[O:14]1[C:18]2[CH:19]=[CH:20][C:21]([C:23](=O)[CH2:24][C:25](OCC)=[O:26])=[CH:22][C:17]=2[O:16][CH2:15]1.CC1C=CC(S(O)(=O)=O)=CC=1, predict the reaction product. The product is: [O:14]1[C:18]2[CH:19]=[CH:20][C:21]([C:23]3[NH:13][C:11]4[N:10]([N:9]=[C:8]([CH2:1][C:2]5[CH:3]=[CH:4][CH:5]=[CH:6][CH:7]=5)[N:12]=4)[C:25](=[O:26])[CH:24]=3)=[CH:22][C:17]=2[O:16][CH2:15]1. (5) Given the reactants Br[C:2]1[CH:3]=[C:4]([CH:14]=[CH:15][CH:16]=1)[O:5][CH2:6][CH2:7][CH2:8][C:9]([O:11][CH2:12][CH3:13])=[O:10].Cl[C:18]1[CH:23]=[C:22]([C:24]2[NH:32][C:31]3[CH2:30][CH2:29][NH:28][C:27](=[O:33])[C:26]=3[CH:25]=2)[CH:21]=[CH:20][N:19]=1, predict the reaction product. The product is: [O:33]=[C:27]1[C:26]2[CH:25]=[C:24]([C:22]3[CH:21]=[CH:20][N:19]=[C:18]([C:2]4[CH:3]=[C:4]([CH:14]=[CH:15][CH:16]=4)[O:5][CH2:6][CH2:7][CH2:8][C:9]([O:11][CH2:12][CH3:13])=[O:10])[CH:23]=3)[NH:32][C:31]=2[CH2:30][CH2:29][NH:28]1. (6) Given the reactants Br[C:2]1[CH:23]=[CH:22][C:5]2[C:6]3[N:7]=[C:8]([C:14]4[N:15]([CH:19]([CH3:21])[CH3:20])[N:16]=[CH:17][N:18]=4)[S:9][C:10]=3[CH2:11][CH2:12][O:13][C:4]=2[CH:3]=1.[CH3:24][S:25]([CH2:28][N:29]1[CH:33]=[C:32](B2OC(C)(C)C(C)(C)O2)[CH:31]=[N:30]1)(=[O:27])=[O:26], predict the reaction product. The product is: [CH:19]([N:15]1[C:14]([C:8]2[S:9][C:10]3[CH2:11][CH2:12][O:13][C:4]4[CH:3]=[C:2]([C:32]5[CH:31]=[N:30][N:29]([CH2:28][S:25]([CH3:24])(=[O:27])=[O:26])[CH:33]=5)[CH:23]=[CH:22][C:5]=4[C:6]=3[N:7]=2)=[N:18][CH:17]=[N:16]1)([CH3:21])[CH3:20].